Dataset: Forward reaction prediction with 1.9M reactions from USPTO patents (1976-2016). Task: Predict the product of the given reaction. (1) Given the reactants [CH:1]1([NH:4][C:5]2[N:10]3[N:11]=[CH:12][C:13]([CH:14]=[C:15]4[C:19](=[O:20])[NH:18][C:17](=[O:21])[NH:16]4)=[C:9]3[N:8]=[C:7](S(C)(=O)=O)[C:6]=2[C:26]#[N:27])[CH2:3][CH2:2]1.C1(NC2N3N=CC(C=C4C(=O)NC(=O)N4)=C3N=C(S(C)=O)C=2C#N)CC1.[Cl:54][C:55]1[CH:56]=[C:57]([C@H:61]([NH2:63])[CH3:62])[CH:58]=[CH:59][CH:60]=1, predict the reaction product. The product is: [Cl:54][C:55]1[CH:56]=[C:57]([CH:61]([NH:63][C:7]2[C:6]([C:26]#[N:27])=[C:5]([NH:4][CH:1]3[CH2:3][CH2:2]3)[N:10]3[N:11]=[CH:12][C:13]([CH:14]=[C:15]4[C:19](=[O:20])[NH:18][C:17](=[O:21])[NH:16]4)=[C:9]3[N:8]=2)[CH3:62])[CH:58]=[CH:59][CH:60]=1. (2) The product is: [CH2:6]1[O:16][C:9]2([CH2:14][CH2:13][CH:12]([NH:4][CH2:1][CH2:2][CH3:3])[CH2:11][CH2:10]2)[O:8][CH2:7]1. Given the reactants [CH2:1]([NH2:4])[CH2:2][CH3:3].Cl.[CH2:6]1[O:16][C:9]2([CH2:14][CH2:13][CH2:12][CH2:11][C:10]2=O)[O:8][CH2:7]1.C([BH3-])#N.[Na+].C(=O)([O-])[O-].[Na+].[Na+], predict the reaction product. (3) Given the reactants C[O:2][C:3]1[CH:4]=[C:5]([NH:9][NH2:10])[CH:6]=[CH:7][CH:8]=1.[CH3:11][C:12]([CH3:19])([CH3:18])[C:13](=O)[CH2:14][C:15]#[N:16], predict the reaction product. The product is: [C:12]([C:13]1[CH:14]=[C:15]([NH2:16])[N:9]([C:5]2[CH:4]=[C:3]([OH:2])[CH:8]=[CH:7][CH:6]=2)[N:10]=1)([CH3:19])([CH3:18])[CH3:11]. (4) Given the reactants C(OC(=O)[NH:7][CH:8]([C:14]1[CH:19]=[CH:18][C:17]([C:20](=[O:28])[NH:21][C:22]2[CH:27]=[CH:26][N:25]=[CH:24][CH:23]=2)=[CH:16][CH:15]=1)[CH:9]1CC[CH2:11][NH:10]1)(C)(C)C.[C:30]1([S:36]([Cl:39])(=[O:38])=[O:37])[CH:35]=[CH:34][CH:33]=[CH:32][CH:31]=1.CCN(C(C)C)C(C)C, predict the reaction product. The product is: [ClH:39].[ClH:39].[NH2:7][CH:8]([C:14]1[CH:15]=[CH:16][C:17]([C:20]([NH:21][C:22]2[CH:23]=[CH:24][N:25]=[CH:26][CH:27]=2)=[O:28])=[CH:18][CH:19]=1)[CH2:9][N:10]([S:36]([C:30]1[CH:35]=[CH:34][CH:33]=[CH:32][CH:31]=1)(=[O:38])=[O:37])[CH3:11].